This data is from Full USPTO retrosynthesis dataset with 1.9M reactions from patents (1976-2016). The task is: Predict the reactants needed to synthesize the given product. (1) Given the product [O:18]([C:19]1[CH:20]=[N:21][CH:22]=[C:23]([C:4]2[CH:5]=[CH:6][CH:7]=[CH:8][C:3]=2[O:2][CH3:1])[CH:24]=1)[C@@H:17]1[S:26][CH2:27][C@@H:28]([OH:34])[C@H:29]([OH:30])[C@H:16]1[OH:15], predict the reactants needed to synthesize it. The reactants are: [CH3:1][O:2][C:3]1[CH:8]=[CH:7][CH:6]=[CH:5][C:4]=1B(O)O.C([O:15][C@@H:16]1[C@@H:29]([O:30]C(=O)C)[C@H:28]([O:34]C(=O)C)[CH2:27][S:26][C@H:17]1[O:18][C:19]1[CH:20]=[N:21][CH:22]=[C:23](Br)[CH:24]=1)(=O)C. (2) Given the product [CH:1]1([C@@H:7]([NH:9][C:10]([C:12]2[C:21]3[C:16](=[CH:17][CH:18]=[CH:19][CH:20]=3)[N:15]=[C:14]([C:22]3[CH:27]=[CH:26][CH:25]=[CH:24][CH:23]=3)[C:13]=2[CH2:28][N:33]2[CH2:34][CH2:35][NH:30][C:31](=[O:36])[CH2:32]2)=[O:11])[CH3:8])[CH2:6][CH2:5][CH2:4][CH2:3][CH2:2]1, predict the reactants needed to synthesize it. The reactants are: [CH:1]1([C@@H:7]([NH:9][C:10]([C:12]2[C:21]3[C:16](=[CH:17][CH:18]=[CH:19][CH:20]=3)[N:15]=[C:14]([C:22]3[CH:27]=[CH:26][CH:25]=[CH:24][CH:23]=3)[C:13]=2[CH2:28]Br)=[O:11])[CH3:8])[CH2:6][CH2:5][CH2:4][CH2:3][CH2:2]1.[NH:30]1[CH2:35][CH2:34][NH:33][CH2:32][C:31]1=[O:36].C(N(C(C)C)C(C)C)C. (3) Given the product [ClH:1].[Cl:21][C:22]1[CH:23]=[C:24]([NH:28][C:2]2[C:11]3[C:6](=[C:7]([CH3:15])[CH:8]=[C:9]([S:12][CH2:13][CH3:14])[CH:10]=3)[N:5]=[N:4][C:3]=2[C:16]([NH2:18])=[O:17])[CH:25]=[N:26][CH:27]=1, predict the reactants needed to synthesize it. The reactants are: [Cl:1][C:2]1[C:11]2[C:6](=[C:7]([CH3:15])[CH:8]=[C:9]([S:12][CH2:13][CH3:14])[CH:10]=2)[N:5]=[N:4][C:3]=1[C:16]([NH2:18])=[O:17].Cl.Cl.[Cl:21][C:22]1[CH:23]=[C:24]([NH2:28])[CH:25]=[N:26][CH:27]=1. (4) Given the product [NH2:1][C:2]1[C:3]2[C:10]([C:11]3[CH:12]=[N:13][C:14]4[C:19]([CH:20]=3)=[CH:18][CH:17]=[CH:16][CH:15]=4)=[C:9]3[CH2:26][CH2:25][C@H:24]([NH:27][C:28](=[O:34])[O:29][C:30]([CH3:33])([CH3:32])[CH3:31])[CH2:23][CH2:22][N:8]3[C:4]=2[N:5]=[CH:6][N:7]=1, predict the reactants needed to synthesize it. The reactants are: [NH2:1][C:2]1[C:3]2[C:10]([C:11]3[CH:12]=[N:13][C:14]4[C:19]([CH:20]=3)=[CH:18][CH:17]=[CH:16][CH:15]=4)=[C:9](Br)[N:8]([CH2:22][CH2:23][C@@H:24]([NH:27][C:28](=[O:34])[O:29][C:30]([CH3:33])([CH3:32])[CH3:31])[CH:25]=[CH2:26])[C:4]=2[N:5]=[CH:6][N:7]=1.C12BC(CCC1)CCC2.[OH-].[Na+]. (5) Given the product [N:12]1[CH:17]=[CH:16][CH:15]=[C:14]([C@H:18]([OH:22])[CH2:19][CH2:20][CH3:21])[CH:13]=1, predict the reactants needed to synthesize it. The reactants are: COB(OC)OC.B.CSC.[N:12]1[CH:17]=[CH:16][CH:15]=[C:14]([C:18](=[O:22])[CH2:19][CH2:20][CH3:21])[CH:13]=1.Cl. (6) Given the product [C:1]([O:5][C:6](=[O:19])[NH:7][CH2:8][CH2:9][CH2:10][NH:11][C:12]1[S:13][C:25]([C:24](=[O:27])[C:23]2[CH:28]=[CH:29][CH:30]=[CH:31][C:22]=2[CH2:20][CH3:21])=[CH:15][N:14]=1)([CH3:2])([CH3:3])[CH3:4], predict the reactants needed to synthesize it. The reactants are: [C:1]([O:5][C:6](=[O:19])[NH:7][CH2:8][CH2:9][CH2:10][NH:11][C:12]([N:14]=[CH:15]N(C)C)=[S:13])([CH3:4])([CH3:3])[CH3:2].[CH2:20]([C:22]1[CH:31]=[CH:30][CH:29]=[CH:28][C:23]=1[C:24](=[O:27])[CH2:25]Br)[CH3:21]. (7) Given the product [Cl:1][C:2]1[CH:3]=[C:4]([C:5]2[O:7][N:20]=[C:21]([C:23]3[CH:24]=[C:25]4[C:29](=[CH:30][CH:31]=3)[NH:28][N:27]=[CH:26]4)[N:22]=2)[CH:8]=[CH:9][C:10]=1[O:11][CH:12]([CH3:14])[CH3:13], predict the reactants needed to synthesize it. The reactants are: [Cl:1][C:2]1[CH:3]=[C:4]([CH:8]=[CH:9][C:10]=1[O:11][CH:12]([CH3:14])[CH3:13])[C:5]([OH:7])=O.C(Cl)CCl.O[NH:20][C:21]([C:23]1[CH:24]=[C:25]2[C:29](=[CH:30][CH:31]=1)[NH:28][N:27]=[CH:26]2)=[NH:22].C(Cl)Cl.